This data is from Reaction yield outcomes from USPTO patents with 853,638 reactions. The task is: Predict the reaction yield, written as a fraction of the theoretical maximum amount of product (1.0 means a 100% yield; for example, 0.34 means a 34% yield). (1) The product is [OH:30][CH2:29][CH2:28][O:27][N:26]=[C:22]([C:19]1[N:20]=[C:21]2[N:13]([CH2:12][C:3]3[CH:4]=[C:5]4[C:10](=[CH:11][C:2]=3[F:1])[N:9]=[CH:8][CH:7]=[CH:6]4)[N:14]=[N:15][C:16]2=[N:17][CH:18]=1)[CH3:23]. The catalyst is CO. The reactants are [F:1][C:2]1[CH:11]=[C:10]2[C:5]([CH:6]=[CH:7][CH:8]=[N:9]2)=[CH:4][C:3]=1[CH2:12][N:13]1[C:21]2[C:16](=[N:17][CH:18]=[C:19]([C:22](=O)[CH3:23])[N:20]=2)[N:15]=[N:14]1.Cl.[NH2:26][O:27][CH2:28][CH2:29][OH:30]. The yield is 0.710. (2) The reactants are [F:1][C:2]1[CH:3]=[C:4]([C:12]2[C:13]3[CH2:20][CH2:19][CH:18]([CH2:21][C:22]([NH:24][CH3:25])=[O:23])[C:14]=3[CH:15]=[N:16][CH:17]=2)[CH:5]=[CH:6][C:7]=1[C:8]([F:11])([F:10])[F:9].[CH3:26][O:27][CH2:28]CN. No catalyst specified. The product is [F:1][C:2]1[CH:3]=[C:4]([C:12]2[C:13]3[CH2:20][CH2:19][CH:18]([CH2:21][C:22]([NH:24][CH2:25][CH2:26][O:27][CH3:28])=[O:23])[C:14]=3[CH:15]=[N:16][CH:17]=2)[CH:5]=[CH:6][C:7]=1[C:8]([F:11])([F:9])[F:10]. The yield is 0.250.